This data is from Reaction yield outcomes from USPTO patents with 853,638 reactions. The task is: Predict the reaction yield, written as a fraction of the theoretical maximum amount of product (1.0 means a 100% yield; for example, 0.34 means a 34% yield). The reactants are [CH3:1][O:2][C:3](=[O:14])[C:4]1[CH:9]=[C:8]([CH3:10])[CH:7]=[CH:6][C:5]=1[N+:11]([O-:13])=[O:12].[Br:15]N1C(C)(C)C(=O)N(Br)C1=O.N(C(C)(C)C#N)=NC(C)(C)C#N.CCCCCCC. The catalyst is C(OC)(=O)C. The product is [CH3:1][O:2][C:3](=[O:14])[C:4]1[CH:9]=[C:8]([CH2:10][Br:15])[CH:7]=[CH:6][C:5]=1[N+:11]([O-:13])=[O:12]. The yield is 0.440.